This data is from Reaction yield outcomes from USPTO patents with 853,638 reactions. The task is: Predict the reaction yield, written as a fraction of the theoretical maximum amount of product (1.0 means a 100% yield; for example, 0.34 means a 34% yield). (1) The reactants are O[CH2:2][CH2:3][O:4][CH2:5][CH2:6][O:7][CH2:8][CH2:9][O:10][CH2:11][CH2:12][CH:13]([C:19]([N:21]([CH3:23])[CH3:22])=[O:20])[C:14]([N:16]([CH3:18])[CH3:17])=[O:15].P(Br)(Br)[Br:25].O. The catalyst is C(Cl)Cl. The product is [Br:25][CH2:2][CH2:3][O:4][CH2:5][CH2:6][O:7][CH2:8][CH2:9][O:10][CH2:11][CH2:12][CH:13]([C:19]([N:21]([CH3:23])[CH3:22])=[O:20])[C:14]([N:16]([CH3:18])[CH3:17])=[O:15]. The yield is 0.430. (2) The reactants are [O:1]1[CH:5]=[CH:4][CH:3]=[C:2]1[C:6](Cl)=[O:7].[F:9][C:10]1[CH:36]=[CH:35][C:13]([CH2:14][N:15]2[C:24]3[C:19](=[CH:20][C:21]([CH3:25])=[CH:22][CH:23]=3)[C:18]([N:26]3[CH2:31][CH2:30][NH:29][CH2:28][CH2:27]3)=[C:17]([C:32]#[N:33])[C:16]2=[O:34])=[CH:12][CH:11]=1. The catalyst is N1C=CC=CC=1. The product is [F:9][C:10]1[CH:11]=[CH:12][C:13]([CH2:14][N:15]2[C:24]3[C:19](=[CH:20][C:21]([CH3:25])=[CH:22][CH:23]=3)[C:18]([N:26]3[CH2:31][CH2:30][N:29]([C:6]([C:2]4[O:1][CH:5]=[CH:4][CH:3]=4)=[O:7])[CH2:28][CH2:27]3)=[C:17]([C:32]#[N:33])[C:16]2=[O:34])=[CH:35][CH:36]=1. The yield is 0.850. (3) The reactants are [C:1](=[S:6])([S:4][CH3:5])[S:2][CH3:3].[S:7]([O:12]C)([O:10][CH3:11])(=[O:9])=[O:8]. No catalyst specified. The product is [CH3:11][O:10][S:7]([O-:12])(=[O:9])=[O:8].[CH3:3][S:2][C:1](=[S+:6][CH3:11])[S:4][CH3:5]. The yield is 0.910. (4) The reactants are N#N.[SH:3][CH2:4][CH2:5][CH2:6][Si:7]([O:14][CH2:15][CH3:16])([O:11][CH2:12][CH3:13])[O:8][CH2:9][CH3:10].C(N(CC)CC)C.[C:24](Cl)(=[O:32])[CH2:25][CH2:26][CH2:27][CH2:28][CH2:29][CH2:30][CH3:31]. The catalyst is CCCCCC. The product is [C:24]([S:3][CH2:4][CH2:5][CH2:6][Si:7]([O:14][CH2:15][CH3:16])([O:8][CH2:9][CH3:10])[O:11][CH2:12][CH3:13])(=[O:32])[CH2:25][CH2:26][CH2:27][CH2:28][CH2:29][CH2:30][CH3:31]. The yield is 0.870.